Dataset: NCI-60 drug combinations with 297,098 pairs across 59 cell lines. Task: Regression. Given two drug SMILES strings and cell line genomic features, predict the synergy score measuring deviation from expected non-interaction effect. Drug 1: CC12CCC3C(C1CCC2=O)CC(=C)C4=CC(=O)C=CC34C. Drug 2: CC(C)NC(=O)C1=CC=C(C=C1)CNNC.Cl. Cell line: OVCAR-4. Synergy scores: CSS=5.82, Synergy_ZIP=0.972, Synergy_Bliss=-0.500, Synergy_Loewe=-8.17, Synergy_HSA=-0.910.